From a dataset of Reaction yield outcomes from USPTO patents with 853,638 reactions. Predict the reaction yield, written as a fraction of the theoretical maximum amount of product (1.0 means a 100% yield; for example, 0.34 means a 34% yield). (1) The reactants are [F:1][C:2]1[CH:3]=[C:4]2[C:9]([OH:10])=[C:8](C(O)=O)[CH:7]=[N:6][N:5]2[CH:14]=1.O=P(Cl)(Cl)Cl.C([N:23](C(C)C)CC)(C)C.N.Cl[CH2:31][Cl:32]. No catalyst specified. The product is [Cl:32][C:31]1[C:4]2[N:5]([CH:14]=[C:2]([F:1])[CH:3]=2)[N:6]=[CH:7][C:8]=1[C:9]([NH2:23])=[O:10]. The yield is 0.810. (2) The reactants are [NH2:1][N:2]1[C:10](=[O:11])[C:9]2[NH:8][CH:7]=[N:6][C:5]=2[N:4]([CH2:12][CH2:13][CH2:14][CH2:15][CH3:16])[C:3]1=[NH:17].[CH:18]([O-])([O-])OCC. No catalyst specified. The product is [CH2:12]([N:4]1[C:5]2[N:6]=[CH:7][NH:8][C:9]=2[C:10](=[O:11])[N:2]2[N:1]=[CH:18][N:17]=[C:3]12)[CH2:13][CH2:14][CH2:15][CH3:16]. The yield is 0.200. (3) The catalyst is C(#N)C. The product is [CH2:37]([C:14](=[CH:15][CH2:16][C:17]1[C:18]([OH:30])=[C:19]2[C:23](=[C:24]([CH3:28])[C:25]=1[O:26][CH3:27])[CH2:22][O:21][C:20]2=[O:29])[CH2:13][O:12][CH2:11][P:5](=[O:4])([OH:6])[OH:10])[CH3:38]. The yield is 0.700. The reactants are C([O:4][P:5]([CH2:11][O:12][CH2:13][C:14]([CH2:37][CH3:38])=[CH:15][CH2:16][C:17]1[C:18]([O:30]CC[Si](C)(C)C)=[C:19]2[C:23](=[C:24]([CH3:28])[C:25]=1[O:26][CH3:27])[CH2:22][O:21][C:20]2=[O:29])(=[O:10])[O:6]C(C)C)(C)C.N1C(C)=CC=CC=1C.Br[Si](C)(C)C. (4) The reactants are [F:1][C:2]1[CH:15]=[CH:14][C:5]([O:6][CH2:7][C:8]([O:10][CH:11]([CH3:13])[CH3:12])=[O:9])=[C:4]([CH3:16])[C:3]=1[NH:17][CH2:18][C:19]1[CH:24]=[C:23]([O:25]C)[CH:22]=[C:21]([C:27]2[CH:32]=[CH:31][CH:30]=[C:29]([F:33])[CH:28]=2)[CH:20]=1.[Al+3].[Cl-].[Cl-].[Cl-].C(S)C. The catalyst is C(Cl)Cl. The product is [F:1][C:2]1[CH:15]=[CH:14][C:5]([O:6][CH2:7][C:8]([O:10][CH:11]([CH3:12])[CH3:13])=[O:9])=[C:4]([CH3:16])[C:3]=1[NH:17][CH2:18][C:19]1[CH:24]=[C:23]([OH:25])[CH:22]=[C:21]([C:27]2[CH:32]=[CH:31][CH:30]=[C:29]([F:33])[CH:28]=2)[CH:20]=1. The yield is 0.410. (5) The reactants are [CH3:1][S:2](Cl)(=[O:4])=[O:3].[Cl:6][C:7]1[CH:12]=[CH:11][C:10]([C@@H:13]([NH:17][C:18](=[O:24])[O:19][C:20]([CH3:23])([CH3:22])[CH3:21])[CH2:14][CH2:15][OH:16])=[CH:9][CH:8]=1.C(N(CC)CC)C. The catalyst is C(Cl)Cl. The product is [CH3:1][S:2]([O:16][CH2:15][CH2:14][C@H:13]([NH:17][C:18]([O:19][C:20]([CH3:21])([CH3:23])[CH3:22])=[O:24])[C:10]1[CH:11]=[CH:12][C:7]([Cl:6])=[CH:8][CH:9]=1)(=[O:4])=[O:3]. The yield is 0.860. (6) The reactants are [CH3:1][O:2][C:3]1[CH:4]=[C:5]2[C:10](=[CH:11][C:12]=1[O:13][CH3:14])[N:9]=[CH:8][CH:7]=[C:6]2[O:15][C:16]1[C:17]([C:23]([C:25]2[CH:30]=[CH:29][CH:28]=[CH:27][CH:26]=2)=[O:24])=[N:18][C:19]([CH3:22])=[CH:20][CH:21]=1.[BH4-].[Na+]. The catalyst is CO. The product is [CH3:1][O:2][C:3]1[CH:4]=[C:5]2[C:10](=[CH:11][C:12]=1[O:13][CH3:14])[N:9]=[CH:8][CH:7]=[C:6]2[O:15][C:16]1[C:17]([CH:23]([C:25]2[CH:30]=[CH:29][CH:28]=[CH:27][CH:26]=2)[OH:24])=[N:18][C:19]([CH3:22])=[CH:20][CH:21]=1. The yield is 0.920.